From a dataset of Catalyst prediction with 721,799 reactions and 888 catalyst types from USPTO. Predict which catalyst facilitates the given reaction. (1) Reactant: [C:1]([O:5][C:6]([N:8]1[CH2:13][C@H:12]([CH3:14])[NH:11][C@H:10]([CH3:15])[CH2:9]1)=[O:7])([CH3:4])([CH3:3])[CH3:2].C(=O)(O)[O-].[Na+].[N:21]#[C:22]Br. Product: [C:1]([O:5][C:6]([N:8]1[CH2:13][C@H:12]([CH3:14])[N:11]([C:22]#[N:21])[C@H:10]([CH3:15])[CH2:9]1)=[O:7])([CH3:4])([CH3:2])[CH3:3]. The catalyst class is: 4. (2) Reactant: [CH3:1][CH:2]([CH3:13])[CH2:3][CH:4]([OH:12])[C:5]1[CH:10]=[CH:9][CH:8]=[CH:7][C:6]=1[F:11]. Product: [CH2:3]([C:4]([C:5]1[CH:10]=[CH:9][CH:8]=[CH:7][C:6]=1[F:11])=[O:12])[CH:2]([CH3:13])[CH3:1]. The catalyst class is: 697.